From a dataset of Forward reaction prediction with 1.9M reactions from USPTO patents (1976-2016). Predict the product of the given reaction. (1) The product is: [C:12]([OH:24])(=[O:23])[CH2:13][C:14]([CH2:19][C:20]([OH:22])=[O:21])([C:16]([OH:18])=[O:17])[OH:15]. Given the reactants Cl.O.O.O.C([O-])(=O)C.[Na+].[Cl-].[Na+].[C:12]([O-:24])(=[O:23])[CH2:13][C:14]([CH2:19][C:20]([O-:22])=[O:21])([C:16]([O-:18])=[O:17])[OH:15].[Na+].[Na+].[Na+].[OH-].[Na+].P([O-])([O-])([O-])=O.[Na+].[Na+].[Na+], predict the reaction product. (2) Given the reactants [C:1]([C:3]1[CH:8]=[CH:7][C:6]([CH2:9][CH2:10][N:11]([CH2:30][CH3:31])[C:12](=[O:29])[CH2:13][CH2:14][CH2:15][NH:16][CH2:17][S:18]([C:21]2[CH:26]=[CH:25][CH:24]=[C:23]([Cl:27])[C:22]=2[Cl:28])(=[O:20])=[O:19])=[CH:5][CH:4]=1)#[N:2].[S].[CH2:33](N)[CH2:34][NH2:35], predict the reaction product. The product is: [Cl:28][C:22]1[C:23]([Cl:27])=[CH:24][CH:25]=[CH:26][C:21]=1[S:18]([CH2:17][NH:16][CH2:15][CH2:14][CH2:13][C:12]([N:11]([CH2:10][CH2:9][C:6]1[CH:5]=[CH:4][C:3]([C:1]2[NH:35][CH2:34][CH2:33][N:2]=2)=[CH:8][CH:7]=1)[CH2:30][CH3:31])=[O:29])(=[O:20])=[O:19].